This data is from Full USPTO retrosynthesis dataset with 1.9M reactions from patents (1976-2016). The task is: Predict the reactants needed to synthesize the given product. (1) The reactants are: [NH2:1][C:2]1[CH:3]=[C:4]([CH:20]=[CH:21][C:22]=1[Br:23])[C:5]([NH:7][C:8]1[CH:13]=[CH:12][C:11]([C:14]2[CH:19]=[CH:18][CH:17]=[CH:16][CH:15]=2)=[CH:10][CH:9]=1)=[O:6].N1C=CC=CC=1.[Cl:30][CH2:31][C:32](Cl)=[O:33]. Given the product [C:11]1([C:14]2[CH:19]=[CH:18][CH:17]=[CH:16][CH:15]=2)[CH:10]=[CH:9][C:8]([NH:7][C:5](=[O:6])[C:4]2[CH:20]=[CH:21][C:22]([Br:23])=[C:2]([NH:1][C:32](=[O:33])[CH2:31][Cl:30])[CH:3]=2)=[CH:13][CH:12]=1, predict the reactants needed to synthesize it. (2) Given the product [F:8][C:5]1[CH:6]=[CH:7][C:2]2[N:1]=[C:40]([CH:41]([CH3:45])[CH3:42])[N:9]([C:10]3[C:18]4[O:17][CH2:16][C@@H:15]([N:19]([C:34](=[O:39])[C:35]([F:37])([F:38])[F:36])[C:20]5[CH:33]=[CH:32][C:23]6[C@H:24]([CH2:27][C:28]([O:30][CH3:31])=[O:29])[CH2:25][O:26][C:22]=6[CH:21]=5)[C:14]=4[CH:13]=[CH:12][CH:11]=3)[C:3]=2[CH:4]=1, predict the reactants needed to synthesize it. The reactants are: [NH2:1][C:2]1[CH:7]=[CH:6][C:5]([F:8])=[CH:4][C:3]=1[NH:9][C:10]1[C:18]2[O:17][CH2:16][C@@H:15]([N:19]([C:34](=[O:39])[C:35]([F:38])([F:37])[F:36])[C:20]3[CH:33]=[CH:32][C:23]4[C@H:24]([CH2:27][C:28]([O:30][CH3:31])=[O:29])[CH2:25][O:26][C:22]=4[CH:21]=3)[C:14]=2[CH:13]=[CH:12][CH:11]=1.[CH3:40][CH:41]([CH3:45])[C:42](Cl)=O.C(=O)([O-])O.[Na+]. (3) Given the product [NH2:6][C:5]1[CH:7]=[CH:8][C:2]([C:11]#[N:12])=[C:3]([F:10])[C:4]=1[CH3:9], predict the reactants needed to synthesize it. The reactants are: Br[C:2]1[CH:8]=[CH:7][C:5]([NH2:6])=[C:4]([CH3:9])[C:3]=1[F:10].[C:11]([Cu])#[N:12].C(OCC)(=O)C. (4) Given the product [C:29]([OH:38])(=[O:37])[CH2:30][CH2:31][CH2:32][CH2:33][C:34]([OH:36])=[O:35].[NH2:1][C@H:2]([CH2:19][C:20]1[CH:25]=[C:24]([F:26])[C:23]([F:27])=[CH:22][C:21]=1[F:28])[CH2:3][C:4]([N:6]1[CH2:11][CH2:10][NH:9][C:8](=[O:12])[C@H:7]1[CH2:13][O:14][C:15]([CH3:16])([CH3:17])[CH3:18])=[O:5], predict the reactants needed to synthesize it. The reactants are: [NH2:1][C@H:2]([CH2:19][C:20]1[CH:25]=[C:24]([F:26])[C:23]([F:27])=[CH:22][C:21]=1[F:28])[CH2:3][C:4]([N:6]1[CH2:11][CH2:10][NH:9][C:8](=[O:12])[C@H:7]1[CH2:13][O:14][C:15]([CH3:18])([CH3:17])[CH3:16])=[O:5].[C:29]([OH:38])(=[O:37])[CH2:30][CH2:31][CH2:32][CH2:33][C:34]([OH:36])=[O:35]. (5) Given the product [Br:1][C:2]1[CH:11]=[C:10]2[C:5]([CH:6]=[CH:7][N:8]=[C:9]2[O:15][CH2:16][CH3:17])=[CH:4][C:3]=1[O:13][CH3:14], predict the reactants needed to synthesize it. The reactants are: [Br:1][C:2]1[CH:11]=[C:10]2[C:5]([CH:6]=[CH:7][N:8]=[C:9]2Cl)=[CH:4][C:3]=1[O:13][CH3:14].[O-:15][CH2:16][CH3:17].[Na+]. (6) Given the product [Li+:38].[NH2:33][CH2:32][CH2:31][N:29]1[CH:30]=[C:26]([C:21]2[CH:22]=[CH:23][C:24](=[O:25])[N:19]([CH2:18][C:14]3[CH:13]=[C:12]([CH:17]=[CH:16][CH:15]=3)[C:11]([NH:10][C:9]3[C:5]([C:3]([O-:4])=[O:2])=[N:6][N:7]([CH3:35])[CH:8]=3)=[O:34])[N:20]=2)[CH:27]=[N:28]1, predict the reactants needed to synthesize it. The reactants are: C[O:2][C:3]([C:5]1[C:9]([NH:10][C:11](=[O:34])[C:12]2[CH:17]=[CH:16][CH:15]=[C:14]([CH2:18][N:19]3[C:24](=[O:25])[CH:23]=[CH:22][C:21]([C:26]4[CH:27]=[N:28][N:29]([CH2:31][CH2:32][NH2:33])[CH:30]=4)=[N:20]3)[CH:13]=2)=[CH:8][N:7]([CH3:35])[N:6]=1)=[O:4].O.[OH-].[Li+:38]. (7) Given the product [CH3:1][O:2][C:3]1[CH:4]=[C:5]([C:11]2[CH2:16][C:15]([CH3:18])([CH3:17])[C:14](=[O:19])[N:13]([C:20]3[CH:21]=[CH:22][C:23]([CH2:26][C:27]([N:30]4[CH2:35][CH2:34][O:33][CH2:32][CH2:31]4)=[O:29])=[CH:24][CH:25]=3)[N:12]=2)[CH:6]=[CH:7][C:8]=1[O:9][CH3:10], predict the reactants needed to synthesize it. The reactants are: [CH3:1][O:2][C:3]1[CH:4]=[C:5]([C:11]2[CH2:16][C:15]([CH3:18])([CH3:17])[C:14](=[O:19])[N:13]([C:20]3[CH:25]=[CH:24][C:23]([CH2:26][C:27]([OH:29])=O)=[CH:22][CH:21]=3)[N:12]=2)[CH:6]=[CH:7][C:8]=1[O:9][CH3:10].[NH:30]1[CH2:35][CH2:34][O:33][CH2:32][CH2:31]1.